Predict the reaction yield, written as a fraction of the theoretical maximum amount of product (1.0 means a 100% yield; for example, 0.34 means a 34% yield). From a dataset of Reaction yield outcomes from USPTO patents with 853,638 reactions. (1) The reactants are [F:1][C:2]1[CH:19]=[C:18]([N+:20]([O-:22])=[O:21])[CH:17]=[CH:16][C:3]=1[O:4][C:5]1[C:10]2=[C:11]([CH3:15])[C:12]([OH:14])=[CH:13][N:9]2[N:8]=[CH:7][N:6]=1.C1(P(C2C=CC=CC=2)C2C=CC=CC=2)C=CC=CC=1.[CH3:42][N:43]1[CH2:48][CH2:47][N:46]([CH2:49][CH2:50]O)[CH2:45][CH2:44]1.CC(OC(/N=N/C(OC(C)C)=O)=O)C. The catalyst is ClCCl.O1CCCC1. The product is [F:1][C:2]1[CH:19]=[C:18]([N+:20]([O-:22])=[O:21])[CH:17]=[CH:16][C:3]=1[O:4][C:5]1[C:10]2=[C:11]([CH3:15])[C:12]([O:14][CH2:50][CH2:49][N:46]3[CH2:47][CH2:48][N:43]([CH3:42])[CH2:44][CH2:45]3)=[CH:13][N:9]2[N:8]=[CH:7][N:6]=1. The yield is 0.240. (2) The reactants are [Mg].II.[F:4][C:5]1[CH:6]=[C:7](Br)[CH:8]=[CH:9][CH:10]=1.C([O:14][CH2:15][CH3:16])=O.[Cl-].[NH4+]. The catalyst is C1COCC1.O. The product is [F:4][C:5]1[CH:6]=[C:7]([CH:8]=[CH:9][CH:10]=1)[CH:15]([OH:14])[C:16]1[CH:8]=[CH:9][CH:10]=[C:5]([F:4])[CH:6]=1. The yield is 0.990. (3) The reactants are Br[CH2:2][C:3]([O:5][CH3:6])=[O:4].[N:7]1([C@H:13]2[CH2:16][C@H:15]([O:17][C:18]3[CH:23]=[CH:22][C:21]([C:24]4[S:25][C:26]5[CH2:27][NH:28][CH2:29][CH2:30][C:31]=5[N:32]=4)=[CH:20][CH:19]=3)[CH2:14]2)[CH2:12][CH2:11][CH2:10][CH2:9][CH2:8]1.P([O-])([O-])([O-])=O.[K+].[K+].[K+].[I-].[Na+]. The catalyst is CN(C)C=O.C(#N)C.O. The product is [CH3:6][O:5][C:3](=[O:4])[CH2:2][N:28]1[CH2:29][CH2:30][C:31]2[N:32]=[C:24]([C:21]3[CH:20]=[CH:19][C:18]([O:17][C@H:15]4[CH2:14][C@H:13]([N:7]5[CH2:12][CH2:11][CH2:10][CH2:9][CH2:8]5)[CH2:16]4)=[CH:23][CH:22]=3)[S:25][C:26]=2[CH2:27]1. The yield is 0.300. (4) The reactants are Cl[C:2]1[N:7]=[C:6]([C:8]([O:10][CH3:11])=[O:9])[CH:5]=[C:4]([CH3:12])[N:3]=1.[CH:13]1([C:16]([NH2:18])=[O:17])[CH2:15][CH2:14]1. No catalyst specified. The product is [CH:13]1([C:16]([NH:18][C:2]2[N:7]=[C:6]([C:8]([O:10][CH3:11])=[O:9])[CH:5]=[C:4]([CH3:12])[N:3]=2)=[O:17])[CH2:15][CH2:14]1. The yield is 0.710. (5) The reactants are [B-](F)(F)(F)F.CN(C(ON1C(=O)CCC1=O)=[N+](C)C)C.[OH:21][CH:22]([C:24]1[CH:25]=[C:26]([C:41]([OH:43])=O)[CH:27]=[C:28]2[C:33]=1[O:32][C:31]([N:34]1[CH2:39][CH2:38][O:37][CH2:36][CH2:35]1)=[CH:30][C:29]2=[O:40])[CH3:23].CCN(C(C)C)C(C)C.[CH3:53][N:54]([CH3:58])[CH2:55][CH2:56][NH2:57]. The catalyst is C(Cl)Cl. The product is [CH3:53][N:54]([CH3:58])[CH2:55][CH2:56][NH:57][C:41]([C:26]1[CH:27]=[C:28]2[C:33](=[C:24]([CH:22]([OH:21])[CH3:23])[CH:25]=1)[O:32][C:31]([N:34]1[CH2:39][CH2:38][O:37][CH2:36][CH2:35]1)=[CH:30][C:29]2=[O:40])=[O:43]. The yield is 0.596. (6) The reactants are [Cl:1][C:2]1[CH:3]=[C:4]([CH:9]2[C:18]3[C:13](=[CH:14][CH:15]=[CH:16][CH:17]=3)[CH2:12][C:11](=O)[CH2:10]2)[CH:5]=[CH:6][C:7]=1[Cl:8].Cl.CN.[C:23]([BH3-])#[N:24].[Na+]. The catalyst is C1COCC1.CO.CC(OC)(C)C. The product is [Cl:1][C:2]1[CH:3]=[C:4]([CH:9]2[C:18]3[C:13](=[CH:14][CH:15]=[CH:16][CH:17]=3)[CH2:12][CH:11]([NH:24][CH3:23])[CH2:10]2)[CH:5]=[CH:6][C:7]=1[Cl:8]. The yield is 0.540. (7) The reactants are [Si]([O:8][CH:9]([C:14]1[CH:19]=[CH:18][N:17]=[C:16]([C:20](=[O:22])[CH3:21])[CH:15]=1)[C:10]([F:13])([F:12])[F:11])(C(C)(C)C)(C)C.[F-].C([N+](CCCC)(CCCC)CCCC)CCC.[Cl-].[NH4+]. The catalyst is C1COCC1. The product is [F:13][C:10]([F:11])([F:12])[CH:9]([C:14]1[CH:19]=[CH:18][N:17]=[C:16]([C:20](=[O:22])[CH3:21])[CH:15]=1)[OH:8]. The yield is 0.960. (8) The reactants are [C@@H:1]12[CH2:7][NH:6][C@@H:5]1[CH2:4][N:3]([C:8]([O:10][CH2:11][C:12]1[CH:17]=[CH:16][CH:15]=[CH:14][CH:13]=1)=[O:9])[CH2:2]2.Br[C:19]1[CH:20]=[C:21]([CH3:26])[C:22]([Cl:25])=[N:23][CH:24]=1. No catalyst specified. The product is [Cl:25][C:22]1[N:23]=[CH:24][C:19]([N:6]2[CH2:7][C@@H:1]3[C@H:5]2[CH2:4][N:3]([C:8]([O:10][CH2:11][C:12]2[CH:17]=[CH:16][CH:15]=[CH:14][CH:13]=2)=[O:9])[CH2:2]3)=[CH:20][C:21]=1[CH3:26]. The yield is 0.110. (9) The reactants are [Cl:1][C:2]1[N:7]=[C:6]2[NH:8][N:9]=[C:10]([C:11]([O:13][CH3:14])=[O:12])[C:5]2=[CH:4][CH:3]=1.[Br:15][C:16]1[CH:17]=[C:18](B(O)O)[CH:19]=[CH:20][CH:21]=1. No catalyst specified. The product is [Br:15][C:16]1[CH:21]=[C:20]([N:8]2[C:6]3=[N:7][C:2]([Cl:1])=[CH:3][CH:4]=[C:5]3[C:10]([C:11]([O:13][CH3:14])=[O:12])=[N:9]2)[CH:19]=[CH:18][CH:17]=1. The yield is 0.630. (10) The reactants are [F:1][C:2]1[CH:7]=[CH:6][C:5]([NH:8][C:9](=[O:14])[CH2:10][C:11]([OH:13])=O)=[CH:4][CH:3]=1.C(N(CC)CC)C.[NH2:22][C:23]1[CH:28]=[CH:27][C:26]([OH:29])=[C:25]([F:30])[CH:24]=1.CN([P+](ON1N=NC2C=CC=CC1=2)(N(C)C)N(C)C)C.F[P-](F)(F)(F)(F)F. The catalyst is CN(C)C=O. The product is [F:30][C:25]1[CH:24]=[C:23]([NH:22][C:11](=[O:13])[CH2:10][C:9]([NH:8][C:5]2[CH:4]=[CH:3][C:2]([F:1])=[CH:7][CH:6]=2)=[O:14])[CH:28]=[CH:27][C:26]=1[OH:29]. The yield is 0.690.